This data is from Catalyst prediction with 721,799 reactions and 888 catalyst types from USPTO. The task is: Predict which catalyst facilitates the given reaction. (1) Reactant: [CH2:1]([N:3]([CH2:21][CH2:22][S:23][CH3:24])[C:4]([C:6]1[S:10][C:9]([C:11]2[CH:12]=[N:13][CH:14]=[CH:15][CH:16]=2)=[N:8][C:7]=1[C:17]([F:20])([F:19])[F:18])=[O:5])[CH3:2].B1([O-])OO1.[OH2:29].[OH2:30].O.O.[Na+].C(=O)([O-])O.[Na+]. Product: [CH2:1]([N:3]([CH2:21][CH2:22][S:23]([CH3:24])(=[O:30])=[O:29])[C:4]([C:6]1[S:10][C:9]([C:11]2[CH:12]=[N:13][CH:14]=[CH:15][CH:16]=2)=[N:8][C:7]=1[C:17]([F:19])([F:18])[F:20])=[O:5])[CH3:2]. The catalyst class is: 15. (2) Reactant: [CH2:1]([O:8][C:9]([N:11]1[CH2:15][CH2:14][CH:13]([CH:16]=[CH:17][C:18]#[N:19])[CH2:12]1)=[O:10])[C:2]1[CH:7]=[CH:6][CH:5]=[CH:4][CH:3]=1.C[NH2:21].[CH3:22][C:23]([O:26][C:27]([O:29]C(OC(C)(C)C)=O)=O)([CH3:25])[CH3:24]. Product: [CH2:1]([O:8][C:9]([N:11]1[CH2:15][CH2:14][CH:13]([CH:16]([NH:21][C:27]([O:26][C:23]([CH3:25])([CH3:24])[CH3:22])=[O:29])[CH2:17][C:18]#[N:19])[CH2:12]1)=[O:10])[C:2]1[CH:3]=[CH:4][CH:5]=[CH:6][CH:7]=1. The catalyst class is: 162. (3) Reactant: [Cl:1][C:2]1[CH:3]=[CH:4][C:5]2[NH:11][C:10](=[N:12][NH:13][C:14](=O)[CH2:15][O:16][CH3:17])[C@@H:9]([CH2:19][C:20]([O:22][CH2:23][CH3:24])=[O:21])[O:8][C@H:7]([C:25]3[CH:30]=[CH:29][CH:28]=[C:27]([O:31][CH3:32])[C:26]=3[O:33][CH3:34])[C:6]=2[CH:35]=1. Product: [Cl:1][C:2]1[CH:3]=[CH:4][C:5]2[N:11]3[C:14]([CH2:15][O:16][CH3:17])=[N:13][N:12]=[C:10]3[C@@H:9]([CH2:19][C:20]([O:22][CH2:23][CH3:24])=[O:21])[O:8][C@H:7]([C:25]3[CH:30]=[CH:29][CH:28]=[C:27]([O:31][CH3:32])[C:26]=3[O:33][CH3:34])[C:6]=2[CH:35]=1. The catalyst class is: 15. (4) The catalyst class is: 32. Product: [ClH:24].[NH2:8][CH:9]([CH2:21][CH3:22])[C@@H:10]([C:12]1[O:13][C:14]2[CH:20]=[CH:19][CH:18]=[CH:17][C:15]=2[N:16]=1)[OH:11]. Reactant: C(OC([NH:8][CH:9]([CH3:21])[C@@H:10]([C:12]1[O:13][C:14]2[CH:20]=[CH:19][CH:18]=[CH:17][C:15]=2[N:16]=1)[OH:11])=O)(C)(C)C.[CH3:22][Si](C)(C)[Cl:24].C(OC(C)C)(C)C.